From a dataset of Full USPTO retrosynthesis dataset with 1.9M reactions from patents (1976-2016). Predict the reactants needed to synthesize the given product. Given the product [NH2:1][C:2]1[N:7]=[CH:6][C:5]([CH:8]2[CH2:13][CH2:12][S:11](=[O:15])(=[O:14])[CH2:10][CH2:9]2)=[CH:4][C:3]=1[B:17]1[O:21][C:20]([CH3:23])([CH3:22])[C:19]([CH3:25])([CH3:24])[O:18]1, predict the reactants needed to synthesize it. The reactants are: [NH2:1][C:2]1[N:7]=[CH:6][C:5]([CH:8]2[CH2:13][CH2:12][S:11](=[O:15])(=[O:14])[CH2:10][CH2:9]2)=[CH:4][C:3]=1Br.[B:17]1([B:17]2[O:21][C:20]([CH3:23])([CH3:22])[C:19]([CH3:25])([CH3:24])[O:18]2)[O:21][C:20]([CH3:23])([CH3:22])[C:19]([CH3:25])([CH3:24])[O:18]1.C([O-])(=O)C.[K+].